From a dataset of Peptide-MHC class I binding affinity with 185,985 pairs from IEDB/IMGT. Regression. Given a peptide amino acid sequence and an MHC pseudo amino acid sequence, predict their binding affinity value. This is MHC class I binding data. (1) The MHC is HLA-B08:03 with pseudo-sequence HLA-B08:03. The peptide sequence is EKLKSLYNTV. The binding affinity (normalized) is 0.0847. (2) The peptide sequence is QDVLKEVKA. The MHC is Patr-B2401 with pseudo-sequence Patr-B2401. The binding affinity (normalized) is 0.0611. (3) The peptide sequence is SVRDRLARL. The MHC is HLA-B40:02 with pseudo-sequence HLA-B40:02. The binding affinity (normalized) is 0.